From a dataset of Reaction yield outcomes from USPTO patents with 853,638 reactions. Predict the reaction yield, written as a fraction of the theoretical maximum amount of product (1.0 means a 100% yield; for example, 0.34 means a 34% yield). The reactants are CC1C=C(N2CCN(CCOC3C=CC=CC=3)C2=O)SC=1C(O)=O.[F:25][C:26]1[CH:47]=[CH:46][C:29]([CH2:30][N:31]2[CH2:35][CH2:34][N:33]([C:36]3[S:40][C:39]([C:41](O)=[O:42])=[C:38]([CH3:44])[CH:37]=3)[C:32]2=[O:45])=[CH:28][CH:27]=1.[CH3:48][N:49]1[C:53]([CH3:54])=[CH:52][CH:51]=[C:50]1[CH2:55][NH2:56]. No catalyst specified. The product is [CH3:48][N:49]1[C:53]([CH3:54])=[CH:52][CH:51]=[C:50]1[CH2:55][NH:56][C:41]([C:39]1[S:40][C:36]([N:33]2[CH2:34][CH2:35][N:31]([CH2:30][C:29]3[CH:28]=[CH:27][C:26]([F:25])=[CH:47][CH:46]=3)[C:32]2=[O:45])=[CH:37][C:38]=1[CH3:44])=[O:42]. The yield is 0.570.